This data is from Forward reaction prediction with 1.9M reactions from USPTO patents (1976-2016). The task is: Predict the product of the given reaction. (1) Given the reactants CO[C:3](=[O:15])[C:4]1[CH:9]=[C:8]([OH:10])[CH:7]=[C:6](OCOC)[CH:5]=1.Br[C:17]1[CH:18]=[CH:19][C:20]([S:23]([CH2:26][CH3:27])(=[O:25])=[O:24])=[N:21][CH:22]=1.[O:28]([CH2:36][C@H:37]([OH:39])[CH3:38])[Si](C(C)(C)C)(C)C.[NH2:40][C:41]1[CH:46]=[CH:45][CH:44]=[CH:43][N:42]=1, predict the reaction product. The product is: [CH2:26]([S:23]([C:20]1[N:21]=[CH:22][C:17]([O:10][C:8]2[CH:9]=[C:4]([CH:5]=[C:6]([O:39][CH:37]([CH3:38])[CH2:36][OH:28])[CH:7]=2)[C:3]([NH:40][C:41]2[CH:46]=[CH:45][CH:44]=[CH:43][N:42]=2)=[O:15])=[CH:18][CH:19]=1)(=[O:25])=[O:24])[CH3:27]. (2) Given the reactants [OH:1][CH:2]([C:16]([CH3:19])([CH3:18])[CH3:17])[CH2:3][O:4][N:5]1C(=O)C2C(=CC=CC=2)C1=O.CNN.C(OCC)C, predict the reaction product. The product is: [NH2:5][O:4][CH2:3][CH:2]([OH:1])[C:16]([CH3:19])([CH3:18])[CH3:17]. (3) Given the reactants [C:1]([C:5]1[CH:18]=[C:17]2[C:19]3=[C:20]4[C:10]([CH:11]=[CH:12][CH:13]=[C:14]4[CH:15]=[CH:16]2)=[CH:9][CH:8]=[C:7]3[CH:6]=1)([CH3:4])([CH3:3])[CH3:2].[Br:21]N1C(=O)CCC1=O, predict the reaction product. The product is: [Br:21][C:13]1[C:14]2[C:20]3=[C:19]4[C:17](=[CH:16][CH:15]=2)[CH:18]=[C:5]([C:1]([CH3:4])([CH3:2])[CH3:3])[CH:6]=[C:7]4[CH:8]=[CH:9][C:10]3=[CH:11][CH:12]=1. (4) Given the reactants [CH2:1]([O:8][C:9]1[CH:19]=[CH:18][C:12]2[CH:13]=[C:14]([CH2:16]O)[O:15][C:11]=2[CH:10]=1)[C:2]1[CH:7]=[CH:6][CH:5]=[CH:4][CH:3]=1.[C:20]1(=[O:30])[NH:24][C:23](=[O:25])[C:22]2=[CH:26][CH:27]=[CH:28][CH:29]=[C:21]12.C1(P(C2C=CC=CC=2)C2C=CC=CC=2)C=CC=CC=1.CCOC(/N=N/C(OCC)=O)=O, predict the reaction product. The product is: [CH2:1]([O:8][C:9]1[CH:19]=[CH:18][C:12]2[CH:13]=[C:14]([CH2:16][N:24]3[C:20](=[O:30])[C:21]4[C:22](=[CH:26][CH:27]=[CH:28][CH:29]=4)[C:23]3=[O:25])[O:15][C:11]=2[CH:10]=1)[C:2]1[CH:3]=[CH:4][CH:5]=[CH:6][CH:7]=1. (5) Given the reactants [F:1][C:2]([F:32])([F:31])[C:3]1[CH:4]=[C:5]([CH:10]=[C:11]([CH2:13][C:14]2[CH:15]=[C:16]3[C:20](=[CH:21][CH:22]=2)[CH2:19][C@H:18]([NH:23][S:24]([C:27]([F:30])([F:29])[F:28])(=[O:26])=[O:25])[CH2:17]3)[CH:12]=1)[C:6](OC)=[O:7].[H-].[Al+3].[Li+].[H-].[H-].[H-], predict the reaction product. The product is: [F:29][C:27]([F:28])([F:30])[S:24]([NH:23][C@@H:18]1[CH2:17][C:16]2[C:20](=[CH:21][CH:22]=[C:14]([CH2:13][C:11]3[CH:12]=[C:3]([C:2]([F:1])([F:31])[F:32])[CH:4]=[C:5]([CH2:6][OH:7])[CH:10]=3)[CH:15]=2)[CH2:19]1)(=[O:26])=[O:25].